This data is from Forward reaction prediction with 1.9M reactions from USPTO patents (1976-2016). The task is: Predict the product of the given reaction. (1) Given the reactants [C:1]([C:3]1[CH:4]=[CH:5][C:6]2[C:7]3[C:8](=[O:30])[C:9]4[CH:21]=[CH:20][C:19](OS(C(F)(F)F)(=O)=O)=[CH:18][C:10]=4[C:11]([CH3:17])([CH3:16])[C:12]=3[NH:13][C:14]=2[N:15]=1)#[N:2].[N:31]1([CH:37]2[CH2:42][CH2:41][NH:40][CH2:39][CH2:38]2)[CH2:36][CH2:35][O:34][CH2:33][CH2:32]1, predict the reaction product. The product is: [CH3:17][C:11]1([CH3:16])[C:12]2[NH:13][C:14]3[N:15]=[C:3]([C:1]#[N:2])[CH:4]=[CH:5][C:6]=3[C:7]=2[C:8](=[O:30])[C:9]2[CH:21]=[CH:20][C:19]([N:40]3[CH2:41][CH2:42][CH:37]([N:31]4[CH2:36][CH2:35][O:34][CH2:33][CH2:32]4)[CH2:38][CH2:39]3)=[CH:18][C:10]1=2. (2) Given the reactants [NH2:1][C:2]1[N:7]=[C:6](S(C)=O)[C:5]([C:11]2[CH:12]=[CH:13][C:14](=[O:20])[N:15]([CH:17]([CH3:19])[CH3:18])[N:16]=2)=[C:4]([C:21]2[CH:26]=[CH:25][CH:24]=[CH:23][CH:22]=2)[N:3]=1.Cl.[CH3:28][C:29]1[N:30]=[C:31]([NH2:35])[S:32][C:33]=1[CH3:34].C(N(C(C)C)C(C)C)C, predict the reaction product. The product is: [NH2:1][C:2]1[N:7]=[C:6]([NH:35][C:31]2[S:32][C:33]([CH3:34])=[C:29]([CH3:28])[N:30]=2)[C:5]([C:11]2[CH:12]=[CH:13][C:14](=[O:20])[N:15]([CH:17]([CH3:19])[CH3:18])[N:16]=2)=[C:4]([C:21]2[CH:22]=[CH:23][CH:24]=[CH:25][CH:26]=2)[N:3]=1. (3) Given the reactants [O:1]([C:8]1[C:9]([OH:18])=[N:10][CH:11]=[C:12]([C:14]([F:17])([F:16])[F:15])[CH:13]=1)[C:2]1[CH:7]=[CH:6][CH:5]=[CH:4][CH:3]=1.C[O:20][C:21](=[O:40])[CH2:22][CH2:23][C:24]1[CH:29]=[CH:28][C:27]([O:30][C:31]2[CH:36]=[C:35]([CH3:37])[CH:34]=[C:33](Br)[CH:32]=2)=[CH:26][C:25]=1[CH3:39], predict the reaction product. The product is: [CH3:39][C:25]1[CH:26]=[C:27]([O:30][C:31]2[CH:32]=[C:33]([O:18][C:9]3[C:8]([O:1][C:2]4[CH:3]=[CH:4][CH:5]=[CH:6][CH:7]=4)=[CH:13][C:12]([C:14]([F:17])([F:15])[F:16])=[CH:11][N:10]=3)[CH:34]=[C:35]([CH3:37])[CH:36]=2)[CH:28]=[CH:29][C:24]=1[CH2:23][CH2:22][C:21]([OH:40])=[O:20]. (4) Given the reactants [C:1]1([CH2:7][CH2:8][CH:9]([NH2:11])[CH3:10])[CH:6]=[CH:5][CH:4]=[CH:3][CH:2]=1.Cl[C:13]1[CH:18]=[C:17]([C:19]2[CH:24]=[CH:23][CH:22]=[C:21]([CH3:25])[C:20]=2[CH3:26])[N:16]=[C:15]([NH2:27])[N:14]=1, predict the reaction product. The product is: [CH3:26][C:20]1[C:21]([CH3:25])=[CH:22][CH:23]=[CH:24][C:19]=1[C:17]1[N:16]=[C:15]([NH2:27])[N:14]=[C:13]([NH:11][CH:9]([CH2:8][CH2:7][C:1]2[CH:6]=[CH:5][CH:4]=[CH:3][CH:2]=2)[CH3:10])[CH:18]=1. (5) Given the reactants [CH3:1][C:2]1[CH:7]=[C:6]([C:8]2[CH:13]=[CH:12][CH:11]=[C:10]([C:14]([F:17])([F:16])[F:15])[CH:9]=2)[N:5]=[C:4](OS(C(F)(F)F)(=O)=O)[C:3]=1[C:26]([N:28]1[CH2:33][CH2:32][CH:31]([N:34]2[CH2:38][CH2:37][CH2:36][CH2:35]2)[CH2:30][CH2:29]1)=[O:27].C1(P(C2C=CC=CC=2)C2C=CC3C(=CC=CC=3)C=2C2C3C(=CC=CC=3)C=CC=2P(C2C=CC=CC=2)C2C=CC=CC=2)C=CC=CC=1.[CH3:85][O:86][C:87]1[CH:94]=[CH:93][C:90]([CH2:91][NH2:92])=[CH:89][CH:88]=1, predict the reaction product. The product is: [CH3:85][O:86][C:87]1[CH:94]=[CH:93][C:90]([CH2:91][NH:92][C:4]2[C:3]([C:26]([N:28]3[CH2:29][CH2:30][CH:31]([N:34]4[CH2:38][CH2:37][CH2:36][CH2:35]4)[CH2:32][CH2:33]3)=[O:27])=[C:2]([CH3:1])[CH:7]=[C:6]([C:8]3[CH:13]=[CH:12][CH:11]=[C:10]([C:14]([F:17])([F:16])[F:15])[CH:9]=3)[N:5]=2)=[CH:89][CH:88]=1. (6) Given the reactants [F:1][C:2]1[CH:53]=[CH:52][CH:51]=[C:50]([C:54]([F:57])([F:56])[F:55])[C:3]=1[CH2:4][N:5]1[C:10]2[CH2:11][O:12][C:13]3([CH2:18][CH2:17][N:16]([CH2:19][C:20]4[O:21][C:22]([C:25]([F:28])([F:27])[F:26])=[CH:23][CH:24]=4)[CH2:15][CH2:14]3)[C:9]=2[C:8](=[O:29])[N:7]([CH2:30][CH:31]([NH:41][C:42](=[O:48])[O:43][C:44]([CH3:47])([CH3:46])[CH3:45])[C:32]2[CH:37]=[CH:36][CH:35]=[C:34]([N+:38]([O-])=O)[CH:33]=2)[C:6]1=[O:49].[H][H], predict the reaction product. The product is: [NH2:38][C:34]1[CH:33]=[C:32]([CH:31]([NH:41][C:42](=[O:48])[O:43][C:44]([CH3:46])([CH3:45])[CH3:47])[CH2:30][N:7]2[C:8](=[O:29])[C:9]3[C:13]4([O:12][CH2:11][C:10]=3[N:5]([CH2:4][C:3]3[C:50]([C:54]([F:57])([F:56])[F:55])=[CH:51][CH:52]=[CH:53][C:2]=3[F:1])[C:6]2=[O:49])[CH2:18][CH2:17][N:16]([CH2:19][C:20]2[O:21][C:22]([C:25]([F:26])([F:27])[F:28])=[CH:23][CH:24]=2)[CH2:15][CH2:14]4)[CH:37]=[CH:36][CH:35]=1.